This data is from NCI-60 drug combinations with 297,098 pairs across 59 cell lines. The task is: Regression. Given two drug SMILES strings and cell line genomic features, predict the synergy score measuring deviation from expected non-interaction effect. (1) Drug 1: CCCS(=O)(=O)NC1=C(C(=C(C=C1)F)C(=O)C2=CNC3=C2C=C(C=N3)C4=CC=C(C=C4)Cl)F. Drug 2: C1=NC2=C(N=C(N=C2N1C3C(C(C(O3)CO)O)O)F)N. Cell line: OVCAR-4. Synergy scores: CSS=-3.96, Synergy_ZIP=1.85, Synergy_Bliss=-1.00, Synergy_Loewe=-4.92, Synergy_HSA=-3.78. (2) Drug 1: C1=C(C(=O)NC(=O)N1)N(CCCl)CCCl. Drug 2: C1CC(C1)(C(=O)O)C(=O)O.[NH2-].[NH2-].[Pt+2]. Cell line: SNB-19. Synergy scores: CSS=34.0, Synergy_ZIP=-14.5, Synergy_Bliss=-11.1, Synergy_Loewe=-14.6, Synergy_HSA=-7.66. (3) Drug 1: CCC1(CC2CC(C3=C(CCN(C2)C1)C4=CC=CC=C4N3)(C5=C(C=C6C(=C5)C78CCN9C7C(C=CC9)(C(C(C8N6C)(C(=O)OC)O)OC(=O)C)CC)OC)C(=O)OC)O.OS(=O)(=O)O. Drug 2: CC1CCCC2(C(O2)CC(NC(=O)CC(C(C(=O)C(C1O)C)(C)C)O)C(=CC3=CSC(=N3)C)C)C. Cell line: NCI-H460. Synergy scores: CSS=53.6, Synergy_ZIP=0.182, Synergy_Bliss=-2.27, Synergy_Loewe=-16.0, Synergy_HSA=-3.89. (4) Cell line: SK-MEL-28. Drug 1: CS(=O)(=O)CCNCC1=CC=C(O1)C2=CC3=C(C=C2)N=CN=C3NC4=CC(=C(C=C4)OCC5=CC(=CC=C5)F)Cl. Drug 2: C1=CN(C=N1)CC(O)(P(=O)(O)O)P(=O)(O)O. Synergy scores: CSS=6.99, Synergy_ZIP=2.49, Synergy_Bliss=4.53, Synergy_Loewe=-7.73, Synergy_HSA=1.77. (5) Drug 1: CNC(=O)C1=CC=CC=C1SC2=CC3=C(C=C2)C(=NN3)C=CC4=CC=CC=N4. Drug 2: CN(C(=O)NC(C=O)C(C(C(CO)O)O)O)N=O. Cell line: TK-10. Synergy scores: CSS=-5.97, Synergy_ZIP=-1.34, Synergy_Bliss=-9.36, Synergy_Loewe=-9.94, Synergy_HSA=-9.35.